Dataset: Full USPTO retrosynthesis dataset with 1.9M reactions from patents (1976-2016). Task: Predict the reactants needed to synthesize the given product. Given the product [NH2:1][C:4]1[CH:5]=[CH:6][C:7]([CH2:8][CH:9]([CH3:11])[NH2:10])=[CH:12][CH:13]=1.[C:14]([NH2:20])([C:16]([F:19])([F:18])[F:17])=[O:15], predict the reactants needed to synthesize it. The reactants are: [N+:1]([C:4]1[CH:13]=[CH:12][C:7]([CH2:8][CH:9]([CH3:11])[NH2:10])=[CH:6][CH:5]=1)([O-])=O.[C:14]([NH2:20])([C:16]([F:19])([F:18])[F:17])=[O:15].